Dataset: Reaction yield outcomes from USPTO patents with 853,638 reactions. Task: Predict the reaction yield, written as a fraction of the theoretical maximum amount of product (1.0 means a 100% yield; for example, 0.34 means a 34% yield). (1) The reactants are Br[C:2]1[CH:7]=[CH:6][C:5]([C:8]2[CH:13]=[CH:12][C:11]([F:14])=[CH:10][CH:9]=2)=[CH:4][CH:3]=1.[C:15]([O:19][C:20]([N:22]1[CH2:27][CH2:26][NH:25][CH2:24][CH2:23]1)=[O:21])([CH3:18])([CH3:17])[CH3:16].CC(C)([O-])C.[Na+].C1(C)C=CC=CC=1. The catalyst is C1C=CC(/C=C/C(/C=C/C2C=CC=CC=2)=O)=CC=1.C1C=CC(/C=C/C(/C=C/C2C=CC=CC=2)=O)=CC=1.[Pd].C1(P(C2C=CC=CC=2)C2C=CC3C(=CC=CC=3)C=2C2C3C(=CC=CC=3)C=CC=2P(C2C=CC=CC=2)C2C=CC=CC=2)C=CC=CC=1.CCOCC. The product is [F:14][C:11]1[CH:12]=[CH:13][C:8]([C:5]2[CH:6]=[CH:7][C:2]([N:25]3[CH2:24][CH2:23][N:22]([C:20]([O:19][C:15]([CH3:18])([CH3:17])[CH3:16])=[O:21])[CH2:27][CH2:26]3)=[CH:3][CH:4]=2)=[CH:9][CH:10]=1. The yield is 0.880. (2) The reactants are [Cl:1][C:2]1[CH:7]=[CH:6][C:5]([S:8]([NH:11][C@@H:12]2[CH2:17][CH2:16][CH2:15][CH2:14][C@@H:13]2[C:18]([NH2:20])=[O:19])(=[O:10])=[O:9])=[CH:4][CH:3]=1.Br[CH2:22][C:23]1[CH:28]=[CH:27][C:26]([F:29])=[C:25]([Cl:30])[CH:24]=1. No catalyst specified. The product is [Cl:1][C:2]1[CH:7]=[CH:6][C:5]([S:8]([N:11]([CH2:22][C:23]2[CH:28]=[CH:27][C:26]([F:29])=[C:25]([Cl:30])[CH:24]=2)[C@@H:12]2[CH2:17][CH2:16][CH2:15][CH2:14][C@@H:13]2[C:18]([NH2:20])=[O:19])(=[O:9])=[O:10])=[CH:4][CH:3]=1. The yield is 0.430. (3) The reactants are [O:1]1[C:5]2[CH:6]=[CH:7][C:8]([C:10]3([C:13]([NH:15][C:16]4[CH:21]=[CH:20][C:19]([CH3:22])=[C:18](Br)[CH:17]=4)=[O:14])[CH2:12][CH2:11]3)=[CH:9][C:4]=2[O:3][CH2:2]1.B([C:27]1[CH:35]=[CH:34][C:30]([C:31]([OH:33])=[O:32])=[CH:29][CH:28]=1)(O)O.C([O-])([O-])=O.[K+].[K+]. The catalyst is CN(C=O)C. The product is [O:1]1[C:5]2[CH:6]=[CH:7][C:8]([C:10]3([C:13]([NH:15][C:16]4[CH:21]=[CH:20][C:19]([CH3:22])=[C:18]([C:27]5[CH:35]=[CH:34][C:30]([C:31]([OH:33])=[O:32])=[CH:29][CH:28]=5)[CH:17]=4)=[O:14])[CH2:12][CH2:11]3)=[CH:9][C:4]=2[O:3][CH2:2]1. The yield is 0.980. (4) The reactants are [N:1]([C@@H:4]1[CH2:9][C@@H:8]([CH2:10][CH2:11][CH2:12][CH:13]=[CH2:14])[O:7][C@:6]([C@@H:17]2[CH2:21][S:20][C:19](=[O:22])[N:18]2[CH2:23][C:24]2[CH:29]=[CH:28][C:27]([O:30][CH3:31])=[CH:26][CH:25]=2)([O:15][CH3:16])[CH2:5]1)=[N+]=[N-].[NH4+].[Cl-]. The catalyst is C(O)C.O.C(OCC)(=O)C.[Zn]. The product is [NH2:1][C@@H:4]1[CH2:9][C@@H:8]([CH2:10][CH2:11][CH2:12][CH:13]=[CH2:14])[O:7][C@:6]([C@@H:17]2[CH2:21][S:20][C:19](=[O:22])[N:18]2[CH2:23][C:24]2[CH:29]=[CH:28][C:27]([O:30][CH3:31])=[CH:26][CH:25]=2)([O:15][CH3:16])[CH2:5]1. The yield is 0.750. (5) The reactants are [CH:1]([C:3]1[CH:8]=[CH:7][C:6]([C:9]2([CH3:14])[O:13][CH2:12][CH2:11][O:10]2)=[CH:5][CH:4]=1)=[O:2].S([CH2:25][N+:26]#[C-:27])(C1C=CC(C)=CC=1)(=O)=O.C(=O)([O-])[O-].[K+].[K+]. The catalyst is CO.O. The product is [O:2]1[C:1]([C:3]2[CH:4]=[CH:5][C:6]([C:9]3([CH3:14])[O:10][CH2:11][CH2:12][O:13]3)=[CH:7][CH:8]=2)=[CH:27][N:26]=[CH:25]1. The yield is 0.370. (6) The reactants are Cl.Cl.[NH:3]1[C:11]2[C:6](=[CH:7][C:8]([C:12]3[C:20]4[C:19]([NH2:21])=[N:18][CH:17]=[N:16][C:15]=4[N:14]([CH3:22])[CH:13]=3)=[CH:9][CH:10]=2)[CH2:5][CH2:4]1.N1C2C(=CC(C3C4C(N)=NC=NC=4N(C)C=3)=CC=2)CC1.CN([C:46]([O:50]N1N=NC2C=CC=NC1=2)=[N+](C)C)C.F[P-](F)(F)(F)(F)F.C[CH2:68][N:69]([CH:73]([CH3:75])[CH3:74])[CH:70]([CH3:72])C. The catalyst is O. The product is [CH3:22][N:14]1[C:15]2[N:16]=[CH:17][N:18]=[C:19]([NH2:21])[C:20]=2[C:12]([C:8]2[CH:7]=[C:6]3[C:11](=[CH:10][CH:9]=2)[N:3]([C:46](=[O:50])[CH2:75][C:73]2[N:69]([CH3:68])[CH:70]=[CH:72][CH:74]=2)[CH2:4][CH2:5]3)=[CH:13]1. The yield is 0.448. (7) The reactants are [C:1]1([CH:7]([C:10]2[CH:15]=[CH:14][CH:13]=[CH:12][CH:11]=2)[C:8]#[N:9])[CH:6]=[CH:5][CH:4]=[CH:3][CH:2]=1.[CH2:16]=[O:17]. The catalyst is N1C=CC=CC=1.O. The product is [OH:17][CH2:16][C:7]([C:1]1[CH:2]=[CH:3][CH:4]=[CH:5][CH:6]=1)([C:10]1[CH:11]=[CH:12][CH:13]=[CH:14][CH:15]=1)[C:8]#[N:9]. The yield is 1.00.